Predict the reactants needed to synthesize the given product. From a dataset of Full USPTO retrosynthesis dataset with 1.9M reactions from patents (1976-2016). (1) Given the product [CH3:19][N:20]([CH3:24])[C:21]([O:1][C:2]1[CH:3]=[C:4]2[C:8](=[CH:9][CH:10]=1)[C@H:7]([CH2:11][C:12]([O:14][CH2:15][CH3:16])=[O:13])[CH2:6][CH2:5]2)=[S:22], predict the reactants needed to synthesize it. The reactants are: [OH:1][C:2]1[CH:3]=[C:4]2[C:8](=[CH:9][CH:10]=1)[C@H:7]([CH2:11][C:12]([O:14][CH2:15][CH3:16])=[O:13])[CH2:6][CH2:5]2.[H-].[Na+].[CH3:19][N:20]([CH3:24])[C:21](Cl)=[S:22].[NH4+].[Cl-]. (2) Given the product [Cl:1][C:2]1[CH:15]=[C:14]([NH2:16])[CH:13]=[CH:12][C:3]=1[O:4][CH2:5][CH2:6][N:7]([CH2:8][CH3:9])[CH2:10][CH3:11], predict the reactants needed to synthesize it. The reactants are: [Cl:1][C:2]1[CH:15]=[C:14]([N+:16]([O-])=O)[CH:13]=[CH:12][C:3]=1[O:4][CH2:5][CH2:6][N:7]([CH2:10][CH3:11])[CH2:8][CH3:9].ClCCl.CO. (3) Given the product [CH2:1]([C:8]1[O:9][C:10]([C:13]2[CH:14]=[C:15]3[C:20](=[CH:21][CH:22]=2)[CH:19]=[C:18]([OH:23])[CH:17]=[CH:16]3)=[CH:11][N:12]=1)[C:2]1[CH:3]=[CH:4][CH:5]=[CH:6][CH:7]=1, predict the reactants needed to synthesize it. The reactants are: [CH2:1]([C:8]1[O:9][C:10]([C:13]2[CH:22]=[CH:21][C:20]3[C:15](=[CH:16][CH:17]=[C:18]([O:23]C)[CH:19]=3)[CH:14]=2)=[CH:11][N:12]=1)[C:2]1[CH:7]=[CH:6][CH:5]=[CH:4][CH:3]=1.Br. (4) Given the product [C:12]([C:14]1[N:15]=[C:16]([C:19]2[CH:24]=[CH:23][CH:22]=[CH:21][C:20]=2[NH:25][C:26]([O:28][CH2:29][CH:30]2[CH2:35][CH2:34][N:33]([C:36]([O:38][C:39]([CH3:42])([CH3:41])[CH3:40])=[O:37])[CH2:32][CH2:31]2)=[O:27])[S:17][CH:18]=1)(=[O:11])[CH3:13], predict the reactants needed to synthesize it. The reactants are: C(Cl)(=O)C(Cl)=O.CS(C)=O.[OH:11][CH:12]([C:14]1[N:15]=[C:16]([C:19]2[CH:24]=[CH:23][CH:22]=[CH:21][C:20]=2[NH:25][C:26]([O:28][CH2:29][CH:30]2[CH2:35][CH2:34][N:33]([C:36]([O:38][C:39]([CH3:42])([CH3:41])[CH3:40])=[O:37])[CH2:32][CH2:31]2)=[O:27])[S:17][CH:18]=1)[CH3:13]. (5) Given the product [Cl:37][C:38]1[CH:39]=[CH:40][C:41]2[N:47]3[C:48]([C:51]([F:52])([F:53])[F:54])=[N:49][N:50]=[C:46]3[C@H:45]([CH2:55][CH2:56][C:57]3[O:58][C:59]([CH2:62][CH2:63][C:64]([OH:66])=[O:65])=[CH:60][N:61]=3)[S:44][C@@H:43]([C:68]3[CH:73]=[CH:72][CH:71]=[C:70]([O:74][CH3:75])[C:69]=3[O:76][CH3:77])[C:42]=2[CH:78]=1, predict the reactants needed to synthesize it. The reactants are: ClC1C=CC2N3C=CN=C3[C@@H](CC3SC(CCC(O)=O)=CN=3)S[C@H](C3C=CC=C(OC)C=3OC)C=2C=1.[Cl:37][C:38]1[CH:39]=[CH:40][C:41]2[N:47]3[C:48]([C:51]([F:54])([F:53])[F:52])=[N:49][N:50]=[C:46]3[C@H:45]([CH2:55][CH2:56][C:57]3[O:58][C:59]([CH2:62][CH2:63][C:64]([O:66]C)=[O:65])=[CH:60][N:61]=3)[S:44][C@@H:43]([C:68]3[CH:73]=[CH:72][CH:71]=[C:70]([O:74][CH3:75])[C:69]=3[O:76][CH3:77])[C:42]=2[CH:78]=1.